Dataset: Full USPTO retrosynthesis dataset with 1.9M reactions from patents (1976-2016). Task: Predict the reactants needed to synthesize the given product. (1) Given the product [I:26][C:23]1[CH:22]=[CH:21][C:20]([CH:9]2[C:8]([C:4]3[CH:5]=[CH:6][CH:7]=[C:2]([O:1][CH:43]4[CH2:42][CH2:41][CH2:40][CH2:39][O:34]4)[CH:3]=3)=[C:17]([CH3:18])[C:16]3[C:11](=[CH:12][CH:13]=[C:14]([O:19][CH:49]4[CH2:48][CH2:47][CH2:46][CH2:45][O:44]4)[CH:15]=3)[O:10]2)=[CH:25][CH:24]=1, predict the reactants needed to synthesize it. The reactants are: [OH:1][C:2]1[CH:3]=[C:4]([C:8]2[CH:9]([C:20]3[CH:25]=[CH:24][C:23]([I:26])=[CH:22][CH:21]=3)[O:10][C:11]3[C:16]([C:17]=2[CH3:18])=[CH:15][C:14]([OH:19])=[CH:13][CH:12]=3)[CH:5]=[CH:6][CH:7]=1.[C:41]1(C)[CH:42]=[CH:43]C(S([O-])(=[O:34])=[O:34])=[CH:39][CH:40]=1.[NH+]1[CH:43]=[CH:42][CH:41]=[CH:40][CH:39]=1.[O:44]1[CH:49]=[CH:48][CH2:47][CH2:46][CH2:45]1. (2) Given the product [ClH:11].[CH2:1]([O:3][C:4](=[O:10])[CH2:5][NH:6][CH2:7][CH:8]=[CH2:9])[CH3:2], predict the reactants needed to synthesize it. The reactants are: [CH2:1]([O:3][C:4](=[O:10])[CH2:5][NH:6][CH2:7][CH:8]=[CH2:9])[CH3:2].[ClH:11].O1CCOCC1. (3) Given the product [NH2:36][C:2]1[N:7]=[C:6]([C:8]2[S:12][C:11]([C:13]([CH3:16])([CH3:15])[CH3:14])=[N:10][C:9]=2[C:17]2[C:18]([F:35])=[C:19]([NH:23][S:24]([C:27]3[C:32]([F:33])=[CH:31][CH:30]=[CH:29][C:28]=3[F:34])(=[O:26])=[O:25])[CH:20]=[CH:21][CH:22]=2)[CH:5]=[CH:4][N:3]=1, predict the reactants needed to synthesize it. The reactants are: Cl[C:2]1[N:7]=[C:6]([C:8]2[S:12][C:11]([C:13]([CH3:16])([CH3:15])[CH3:14])=[N:10][C:9]=2[C:17]2[C:18]([F:35])=[C:19]([NH:23][S:24]([C:27]3[C:32]([F:33])=[CH:31][CH:30]=[CH:29][C:28]=3[F:34])(=[O:26])=[O:25])[CH:20]=[CH:21][CH:22]=2)[CH:5]=[CH:4][N:3]=1.[NH3:36]. (4) Given the product [CH:1]1[C:10]2[C:5](=[CH:6][CH:7]=[CH:8][CH:9]=2)[CH:4]=[C:3]([NH:11][C:12](=[O:47])[O:13][CH2:14][C@@H:15]([N:33]([CH3:46])[C:34]([NH:36][CH2:37][C:38]2[CH:43]=[CH:42][CH:41]=[C:40]([F:44])[C:39]=2[Cl:45])=[O:35])[CH2:16][C@@H:17]([OH:32])[CH2:18][O:19][P:20]([OH:27])([OH:22])=[O:21])[N:2]=1, predict the reactants needed to synthesize it. The reactants are: [CH:1]1[C:10]2[C:5](=[CH:6][CH:7]=[CH:8][CH:9]=2)[CH:4]=[C:3]([NH:11][C:12](=[O:47])[O:13][CH2:14][C@@H:15]([N:33]([CH3:46])[C:34]([NH:36][CH2:37][C:38]2[CH:43]=[CH:42][CH:41]=[C:40]([F:44])[C:39]=2[Cl:45])=[O:35])[CH2:16][C@@H:17]([OH:32])[CH2:18][O:19][P:20]([O:27]C(C)(C)C)([O:22]C(C)(C)C)=[O:21])[N:2]=1.Cl.